The task is: Predict the reactants needed to synthesize the given product.. This data is from Full USPTO retrosynthesis dataset with 1.9M reactions from patents (1976-2016). (1) Given the product [CH:1]1([N:4]2[C:11](=[O:12])[CH2:10][CH2:9][N:8]([CH2:13][CH:14]([C:16]3[CH:21]=[CH:20][C:19]([F:22])=[CH:18][CH:17]=3)[OH:15])[C:7]3[CH:23]=[CH:24][C:25]([O:27][CH3:28])=[CH:26][C:6]=3[CH2:5]2)[CH2:2][CH2:3]1, predict the reactants needed to synthesize it. The reactants are: [CH:1]1([N:4]2[C:11](=[O:12])[CH2:10][CH2:9][N:8]([CH2:13][C:14]([C:16]3[CH:21]=[CH:20][C:19]([F:22])=[CH:18][CH:17]=3)=[O:15])[C:7]3[CH:23]=[CH:24][C:25]([O:27][CH3:28])=[CH:26][C:6]=3[CH2:5]2)[CH2:3][CH2:2]1.[BH4-].[Na+].CC(C)=O.ClCCl. (2) The reactants are: [CH3:1][O:2][C:3](=[O:16])[C:4]([C:7]1[CH:12]=[CH:11][C:10]([C:13](Cl)=[O:14])=[CH:9][CH:8]=1)([CH3:6])[CH3:5].[NH2:17][C:18]1[CH:33]=[CH:32][C:31]([Cl:34])=[CH:30][C:19]=1[C:20]([NH:22][C:23]1[CH:28]=[CH:27][C:26]([Cl:29])=[CH:25][N:24]=1)=[O:21]. Given the product [CH3:1][O:2][C:3](=[O:16])[C:4]([C:7]1[CH:12]=[CH:11][C:10]([C:13](=[O:14])[NH:17][C:18]2[CH:33]=[CH:32][C:31]([Cl:34])=[CH:30][C:19]=2[C:20](=[O:21])[NH:22][C:23]2[CH:28]=[CH:27][C:26]([Cl:29])=[CH:25][N:24]=2)=[CH:9][CH:8]=1)([CH3:6])[CH3:5], predict the reactants needed to synthesize it. (3) Given the product [CH2:20]([O:19][C:17]([N:27]1[CH2:34][CH2:33][CH2:32][C@@H:28]1[C:29](=[O:30])[NH:14][C:13]1[CH:12]=[CH:11][C:10]([O:9][CH2:2][C:3]2[CH:4]=[CH:5][CH:6]=[CH:7][CH:8]=2)=[CH:16][CH:15]=1)=[O:18])[C:21]1[CH:26]=[CH:25][CH:24]=[CH:23][CH:22]=1, predict the reactants needed to synthesize it. The reactants are: Cl.[CH2:2]([O:9][C:10]1[CH:16]=[CH:15][C:13]([NH2:14])=[CH:12][CH:11]=1)[C:3]1[CH:8]=[CH:7][CH:6]=[CH:5][CH:4]=1.[C:17]([N:27]1[CH2:34][CH2:33][CH2:32][C@@H:28]1[C:29](O)=[O:30])([O:19][CH2:20][C:21]1[CH:26]=[CH:25][CH:24]=[CH:23][CH:22]=1)=[O:18].C(OC1C=CC(NC(C2C=CC=CN=2)=O)=CC=1)C1C=CC=CC=1. (4) Given the product [Br:8][C:5]1[CH:6]=[CH:7][C:2]2[N:3]([C:5]([C:4]([OH:11])=[O:9])=[C:6]([CH3:7])[N:1]=2)[CH:4]=1, predict the reactants needed to synthesize it. The reactants are: [NH2:1][C:2]1[CH:7]=[CH:6][C:5]([Br:8])=[CH:4][N:3]=1.[OH-:9].[Na+].[OH2:11].Cl. (5) Given the product [C:16]([CH2:15][CH2:14][S:13][C:9]1[CH:8]=[C:7]([NH:18][C:19](=[O:29])[C:20]2[CH:21]=[CH:22][C:23]([N+:26]([O-:28])=[O:27])=[CH:24][CH:25]=2)[C:6]([S:5][CH2:4][CH2:3][C:1]#[N:2])=[CH:11][C:10]=1[NH:12][C:35](=[O:36])[C:34]1[CH:38]=[CH:39][C:31]([OH:30])=[CH:32][CH:33]=1)#[N:17], predict the reactants needed to synthesize it. The reactants are: [C:1]([CH2:3][CH2:4][S:5][C:6]1[CH:11]=[C:10]([NH2:12])[C:9]([S:13][CH2:14][CH2:15][C:16]#[N:17])=[CH:8][C:7]=1[NH:18][C:19](=[O:29])[C:20]1[CH:25]=[CH:24][C:23]([N+:26]([O-:28])=[O:27])=[CH:22][CH:21]=1)#[N:2].[OH:30][C:31]1[CH:39]=[CH:38][C:34]([C:35](O)=[O:36])=[CH:33][CH:32]=1. (6) The reactants are: Cl[C:2]1[N:7]=[C:6]([CH:8]([CH:11]2[N:15]([CH2:16][CH3:17])[C:14]3[CH:18]=[CH:19][CH:20]=[CH:21][C:13]=3[NH:12]2)[C:9]#[N:10])[C:5]([CH3:22])=[CH:4][N:3]=1.[NH2:23][CH2:24][CH2:25][N:26]1[CH:30]=[CH:29][CH:28]=[N:27]1. Given the product [CH2:16]([N:15]1[C:14]2[CH:18]=[CH:19][CH:20]=[CH:21][C:13]=2[N:12]=[C:11]1[CH:8]([C:6]1[C:5]([CH3:22])=[CH:4][N:3]=[C:2]([NH:23][CH2:24][CH2:25][N:26]2[CH:30]=[CH:29][CH:28]=[N:27]2)[N:7]=1)[C:9]#[N:10])[CH3:17], predict the reactants needed to synthesize it. (7) Given the product [CH3:44][C:39]1([CH3:45])[C:40]([CH3:43])([CH3:42])[O:41][B:37]([C:7]2[CH:8]=[C:9]([C@H:13]3[CH2:17][C:16]4([CH2:22][CH2:21][N:20]([C:23]([O:25][C:26]([CH3:28])([CH3:27])[CH3:29])=[O:24])[CH2:19][CH2:18]4)[O:15][CH2:14]3)[CH:10]=[CH:11][CH:12]=2)[O:38]1, predict the reactants needed to synthesize it. The reactants are: FC(F)(F)S(O[C:7]1[CH:8]=[C:9]([C@H:13]2[CH2:17][C:16]3([CH2:22][CH2:21][N:20]([C:23]([O:25][C:26]([CH3:29])([CH3:28])[CH3:27])=[O:24])[CH2:19][CH2:18]3)[O:15][CH2:14]2)[CH:10]=[CH:11][CH:12]=1)(=O)=O.C([O-])(=O)C.[K+].[B:37]1([B:37]2[O:41][C:40]([CH3:43])([CH3:42])[C:39]([CH3:45])([CH3:44])[O:38]2)[O:41][C:40]([CH3:43])([CH3:42])[C:39]([CH3:45])([CH3:44])[O:38]1. (8) Given the product [CH2:6]([NH:7][CH2:3][CH3:1])[CH3:5].[C:1]([C:3]1[N:7]([CH3:8])[C:6]([C:9]2[CH:10]=[C:11]3[C:15](=[CH:16][CH:17]=2)[NH:14][C:13](=[N:18][C:19]#[N:20])[C:12]23[CH2:25][CH2:24][CH2:23][CH2:22][CH2:21]2)=[CH:5][CH:4]=1)#[N:2], predict the reactants needed to synthesize it. The reactants are: [C:1]([C:3]1[N:7]([CH3:8])[C:6]([C:9]2[CH:10]=[C:11]3[C:15](=[CH:16][CH:17]=2)[NH:14][C:13](=[N:18][C:19]#[N:20])[C:12]23[CH2:25][CH2:24][CH2:23][CH2:22][CH2:21]2)=[CH:5][CH:4]=1)#[N:2].C(NCC)C.